From a dataset of Full USPTO retrosynthesis dataset with 1.9M reactions from patents (1976-2016). Predict the reactants needed to synthesize the given product. (1) The reactants are: [F:1][C:2]1[S:6][C:5]([C:7](N(OC)C)=[O:8])=[CH:4][CH:3]=1.[CH3:13][Mg]Br. Given the product [F:1][C:2]1[S:6][C:5]([C:7](=[O:8])[CH3:13])=[CH:4][CH:3]=1, predict the reactants needed to synthesize it. (2) Given the product [C:20]([N:3]1[C:4]2[C:9](=[CH:8][CH:7]=[CH:6][CH:5]=2)[CH2:10][CH:2]1[CH3:1])(=[O:22])[CH3:21], predict the reactants needed to synthesize it. The reactants are: [CH3:1][CH:2]1[CH2:10][C:9]2[C:4](=[CH:5][CH:6]=[CH:7][CH:8]=2)[NH:3]1.CN(C1C=CC=CN=1)C.[C:20](OC(=O)C)(=[O:22])[CH3:21]. (3) Given the product [C:19]1([C:25]#[C:26][C:2]2[CH:11]=[CH:10][CH:9]=[CH:8][C:3]=2[C:4]([O:6][CH3:7])=[O:5])[CH:24]=[CH:23][CH:22]=[CH:21][CH:20]=1, predict the reactants needed to synthesize it. The reactants are: Br[C:2]1[CH:11]=[CH:10][CH:9]=[CH:8][C:3]=1[C:4]([O:6][CH3:7])=[O:5].C(N(CC)CC)C.[C:19]1([C:25]#[CH:26])[CH:24]=[CH:23][CH:22]=[CH:21][CH:20]=1. (4) The reactants are: [CH:1]1[C:13]2[CH:12]([CH2:14][O:15][C:16](=[O:59])[N:17]([CH2:27][CH2:28][CH2:29][CH2:30][CH2:31][CH2:32][N:33]([CH2:51][CH:52](OCC)[O:53]CC)[C:34]([O:36][CH2:37][CH:38]3[C:50]4[CH:49]=[CH:48][CH:47]=[CH:46][C:45]=4[C:44]4[C:39]3=[CH:40][CH:41]=[CH:42][CH:43]=4)=[O:35])[CH2:18][C:19]3[CH:24]=[CH:23][C:22]([CH:25]=[CH2:26])=[CH:21][CH:20]=3)[C:11]3[C:6](=[CH:7][CH:8]=[CH:9][CH:10]=3)[C:5]=2[CH:4]=[CH:3][CH:2]=1.COC1C=CC(O)=CC=1.FC(F)(F)C(O)=O.O. Given the product [CH:1]1[C:13]2[CH:12]([CH2:14][O:15][C:16](=[O:59])[N:17]([CH2:27][CH2:28][CH2:29][CH2:30][CH2:31][CH2:32][N:33]([C:34]([O:36][CH2:37][CH:38]3[C:50]4[CH:49]=[CH:48][CH:47]=[CH:46][C:45]=4[C:44]4[C:39]3=[CH:40][CH:41]=[CH:42][CH:43]=4)=[O:35])[CH2:51][CH:52]=[O:53])[CH2:18][C:19]3[CH:24]=[CH:23][C:22]([CH:25]=[CH2:26])=[CH:21][CH:20]=3)[C:11]3[C:6](=[CH:7][CH:8]=[CH:9][CH:10]=3)[C:5]=2[CH:4]=[CH:3][CH:2]=1, predict the reactants needed to synthesize it. (5) Given the product [CH3:29][C:24]1[C:23]([C:16]2[C:17]([O:21][CH3:22])=[CH:18][C:19]3[C:20]4[N:8]([CH2:1][CH:2]5[CH2:7][CH2:6][CH2:5][CH2:4][O:31]5)[C:9](=[O:30])[O:10][C:11]=4[CH:12]=[N:13][C:14]=3[CH:15]=2)=[C:27]([CH3:28])[O:26][N:25]=1, predict the reactants needed to synthesize it. The reactants are: [CH2:1]([N:8]1[C:20]2[C:19]3[CH:18]=[C:17]([O:21][CH3:22])[C:16]([C:23]4[C:24]([CH3:29])=[N:25][O:26][C:27]=4[CH3:28])=[CH:15][C:14]=3[N:13]=[CH:12][C:11]=2[O:10][C:9]1=[O:30])[C:2]1[CH:7]=[CH:6][CH:5]=[CH:4]C=1.[O:31]1CCCCC1CN1C=COC1=O. (6) Given the product [CH2:2]=[C:3]1[CH2:6][CH:5]([C:7](=[O:9])[CH2:8][C:14](=[O:20])[C:15]([O:17][CH2:18][CH3:19])=[O:16])[CH2:4]1, predict the reactants needed to synthesize it. The reactants are: [Na].[CH2:2]=[C:3]1[CH2:6][CH:5]([C:7](=[O:9])[CH3:8])[CH2:4]1.[O-]CC.[Na+].[C:14](OCC)(=[O:20])[C:15]([O:17][CH2:18][CH3:19])=[O:16]. (7) Given the product [C:1]1([C@H:11]([NH:13][CH2:19][CH2:18][CH2:17][C:16]#[CH:15])[CH3:12])[C:10]2[C:5](=[CH:6][CH:7]=[CH:8][CH:9]=2)[CH:4]=[CH:3][CH:2]=1, predict the reactants needed to synthesize it. The reactants are: [C:1]1([C@H:11]([NH2:13])[CH3:12])[C:10]2[C:5](=[CH:6][CH:7]=[CH:8][CH:9]=2)[CH:4]=[CH:3][CH:2]=1.Cl[CH2:15][CH2:16][CH2:17][C:18]#[CH:19].C([O-])([O-])=O.[K+].[K+].[Na+].[I-]. (8) Given the product [C:12]1([N:5]2[C:6]3[N:7]=[CH:8][CH:9]=[CH:10][C:11]=3[C:2]3[NH:31][N:32]=[C:19]([CH2:20][CH2:21][CH2:22][C:23]4[CH:28]=[CH:27][CH:26]=[CH:25][CH:24]=4)[C:3]=3[C:4]2=[O:18])[CH:17]=[CH:16][CH:15]=[CH:14][CH:13]=1, predict the reactants needed to synthesize it. The reactants are: O[C:2]1[C:11]2[C:6](=[N:7][CH:8]=[CH:9][CH:10]=2)[N:5]([C:12]2[CH:17]=[CH:16][CH:15]=[CH:14][CH:13]=2)[C:4](=[O:18])[C:3]=1[C:19](=O)[CH2:20][CH2:21][CH2:22][C:23]1[CH:28]=[CH:27][CH:26]=[CH:25][CH:24]=1.O.[NH2:31][NH2:32].O. (9) The reactants are: C[O:2][C:3](=[O:62])[C@H:4]([CH2:20][C:21]1[CH:26]=[CH:25][C:24]([O:27][CH2:28][C:29]2[N:33]([CH3:34])[C:32]3[CH:35]=[C:36]([O:39][C:40]4[CH:45]=[C:44]([CH3:46])[C:43]([NH:47][C:48]([NH:50][C:51]5[CH:56]=[CH:55][C:54]([C:57]([F:60])([F:59])[F:58])=[CH:53][CH:52]=5)=[O:49])=[C:42]([CH3:61])[CH:41]=4)[CH:37]=[CH:38][C:31]=3[N:30]=2)=[CH:23][CH:22]=1)[NH:5][C:6]1[CH:11]=[CH:10][CH:9]=[CH:8][C:7]=1[C:12](=[O:19])[C:13]1[CH:18]=[CH:17][CH:16]=[CH:15][CH:14]=1.O.[OH-].[Li+].O1CCCC1.Cl. Given the product [F:60][C:57]([F:58])([F:59])[C:54]1[CH:53]=[CH:52][C:51]([NH:50][C:48](=[O:49])[NH:47][C:43]2[C:42]([CH3:61])=[CH:41][C:40]([O:39][C:36]3[CH:37]=[CH:38][C:31]4[N:30]=[C:29]([CH2:28][O:27][C:24]5[CH:25]=[CH:26][C:21]([CH2:20][C@@H:4]([C:3]([OH:62])=[O:2])[NH:5][C:6]6[CH:11]=[CH:10][CH:9]=[CH:8][C:7]=6[C:12](=[O:19])[C:13]6[CH:18]=[CH:17][CH:16]=[CH:15][CH:14]=6)=[CH:22][CH:23]=5)[N:33]([CH3:34])[C:32]=4[CH:35]=3)=[CH:45][C:44]=2[CH3:46])=[CH:56][CH:55]=1, predict the reactants needed to synthesize it.